From a dataset of Peptide-MHC class I binding affinity with 185,985 pairs from IEDB/IMGT. Regression. Given a peptide amino acid sequence and an MHC pseudo amino acid sequence, predict their binding affinity value. This is MHC class I binding data. (1) The peptide sequence is CQKILSVL. The binding affinity (normalized) is 0.236. The MHC is Mamu-A07 with pseudo-sequence Mamu-A07. (2) The peptide sequence is KIMEIVSHLR. The binding affinity (normalized) is 0.616. The MHC is HLA-A33:01 with pseudo-sequence HLA-A33:01. (3) The peptide sequence is TERQANFL. The MHC is HLA-A01:01 with pseudo-sequence HLA-A01:01. The binding affinity (normalized) is 0. (4) The peptide sequence is MPASWVMRIM. The MHC is HLA-B51:01 with pseudo-sequence HLA-B51:01. The binding affinity (normalized) is 0.801. (5) The peptide sequence is AHNLWVTVY. The MHC is Mamu-A11 with pseudo-sequence Mamu-A11. The binding affinity (normalized) is 0.0582. (6) The peptide sequence is SPETQQMII. The MHC is HLA-B54:01 with pseudo-sequence HLA-B54:01. The binding affinity (normalized) is 0.0868. (7) The peptide sequence is AVFVDENQW. The MHC is HLA-B57:01 with pseudo-sequence HLA-B57:01. The binding affinity (normalized) is 1.00.